The task is: Predict the reaction yield, written as a fraction of the theoretical maximum amount of product (1.0 means a 100% yield; for example, 0.34 means a 34% yield).. This data is from Reaction yield outcomes from USPTO patents with 853,638 reactions. (1) The reactants are C(OC([N:8]1[CH2:12][CH2:11][CH2:10][C@H:9]1[C@H:13]([OH:31])[C@@H:14]([C:24]1[CH:29]=[CH:28][CH:27]=[C:26]([F:30])[CH:25]=1)[N:15]1[C:23]2[C:18](=[CH:19][CH:20]=[CH:21][CH:22]=2)[CH:17]=[CH:16]1)=O)(C)(C)C.Cl. The catalyst is CO. The product is [F:30][C:26]1[CH:25]=[C:24]([C@@H:14]([N:15]2[C:23]3[C:18](=[CH:19][CH:20]=[CH:21][CH:22]=3)[CH:17]=[CH:16]2)[C@H:13]([C@@H:9]2[CH2:10][CH2:11][CH2:12][NH:8]2)[OH:31])[CH:29]=[CH:28][CH:27]=1. The yield is 0.150. (2) The reactants are [NH2:1][CH:2]1[CH2:7][CH2:6][O:5][CH2:4][CH2:3]1.CC(C)([O-])C.[Na+].Br[C:15]1[CH:22]=[C:21]([N:23]2[C:31]3[CH2:30][C:29]([CH3:33])([CH3:32])[CH2:28][C:27](=[O:34])[C:26]=3[C:25]([C:35]([F:38])([F:37])[F:36])=[N:24]2)[CH:20]=[CH:19][C:16]=1[C:17]#[N:18]. The catalyst is C1(C)C=CC=CC=1.O.C(OCC)(=O)C.C([O-])(=O)C.[Pd+2].C([O-])(=O)C.C1C=CC(P(C2C=CC=CC=2)[C-]2C=CC=C2)=CC=1.C1C=CC(P(C2C=CC=CC=2)[C-]2C=CC=C2)=CC=1.[Fe+2]. The product is [CH3:32][C:29]1([CH3:33])[CH2:30][C:31]2[N:23]([C:21]3[CH:20]=[CH:19][C:16]([C:17]#[N:18])=[C:15]([NH:1][CH:2]4[CH2:7][CH2:6][O:5][CH2:4][CH2:3]4)[CH:22]=3)[N:24]=[C:25]([C:35]([F:37])([F:38])[F:36])[C:26]=2[C:27](=[O:34])[CH2:28]1. The yield is 0.490. (3) The reactants are [CH3:1][C:2]1[C:3]([C:9]#[N:10])=[N:4][C:5]([CH3:8])=[CH:6][CH:7]=1.O.C([O-])(O)=[O:13].[Na+]. The catalyst is OS(O)(=O)=O.C(OC(=O)C)(=O)C. The product is [OH:13][CH2:8][C:5]1[N:4]=[C:3]([C:9]#[N:10])[C:2]([CH3:1])=[CH:7][CH:6]=1. The yield is 0.510. (4) The reactants are [O:1]1[CH:5]=[CH:4][CH:3]=[C:2]1[CH2:6][CH2:7][C:8]1[CH:15]=[CH:14][C:11]([CH:12]=O)=[CH:10][CH:9]=1.[N+:16]([CH3:19])([O-:18])=[O:17].C([O-])(=O)C.[NH4+]. The catalyst is C(O)(=O)C. The product is [O:1]1[CH:5]=[CH:4][CH:3]=[C:2]1[CH2:6][CH2:7][C:8]1[CH:15]=[CH:14][C:11](/[CH:12]=[CH:19]/[N+:16]([O-:18])=[O:17])=[CH:10][CH:9]=1. The yield is 0.950. (5) The reactants are [CH2:1]([O:3][C:4]([C:6]1[NH:7][C:8]2[C:13]([CH:14]=1)=[CH:12][C:11]([NH:15][CH:16]1[CH2:20][CH2:19][N:18](CC3C=CC=CC=3)[CH2:17]1)=[CH:10][CH:9]=2)=[O:5])[CH3:2]. The catalyst is C(O)C.C(O)(=O)C.[Pd]. The product is [CH2:1]([O:3][C:4]([C:6]1[NH:7][C:8]2[C:13]([CH:14]=1)=[CH:12][C:11]([NH:15][CH:16]1[CH2:20][CH2:19][NH:18][CH2:17]1)=[CH:10][CH:9]=2)=[O:5])[CH3:2]. The yield is 0.740.